From a dataset of Catalyst prediction with 721,799 reactions and 888 catalyst types from USPTO. Predict which catalyst facilitates the given reaction. Reactant: [NH2:1][C@H:2]1[CH2:7][CH2:6][C@H:5]([NH:8][C:9]2[CH:14]=[C:13]([C:15]3[C:20]([Cl:21])=[CH:19][CH:18]=[C:17]([NH:22][CH2:23][CH:24]4[CH2:29][CH2:28][O:27][CH2:26][CH2:25]4)[N:16]=3)[C:12]([Cl:30])=[CH:11][N:10]=2)[CH2:4][CH2:3]1.C(N(CC)CC)C.FC(F)(F)S(O[CH2:44][CH2:45][O:46][C:47]([F:50])([F:49])[F:48])(=O)=O. Product: [Cl:21][C:20]1[C:15]([C:13]2[C:12]([Cl:30])=[CH:11][N:10]=[C:9]([NH:8][C@H:5]3[CH2:6][CH2:7][C@H:2]([NH:1][CH2:44][CH2:45][O:46][C:47]([F:50])([F:49])[F:48])[CH2:3][CH2:4]3)[CH:14]=2)=[N:16][C:17]([NH:22][CH2:23][CH:24]2[CH2:29][CH2:28][O:27][CH2:26][CH2:25]2)=[CH:18][CH:19]=1. The catalyst class is: 22.